Task: Predict which catalyst facilitates the given reaction.. Dataset: Catalyst prediction with 721,799 reactions and 888 catalyst types from USPTO (1) Reactant: [Cl:1][C:2]1[CH:3]=[C:4]2[C:9](=[CH:10][C:11]=1[O:12][C:13]1[CH:18]=[CH:17][C:16]([C:19](=[O:30])[NH:20][CH2:21][CH2:22][C:23]3[CH:28]=[CH:27][CH:26]=[C:25]([Cl:29])[CH:24]=3)=[CH:15][CH:14]=1)[O:8][CH2:7][CH2:6][CH:5]2[C:31]([OH:33])=[O:32].C[O-].[Na+:36]. Product: [Cl:1][C:2]1[CH:3]=[C:4]2[C:9](=[CH:10][C:11]=1[O:12][C:13]1[CH:14]=[CH:15][C:16]([C:19](=[O:30])[NH:20][CH2:21][CH2:22][C:23]3[CH:28]=[CH:27][CH:26]=[C:25]([Cl:29])[CH:24]=3)=[CH:17][CH:18]=1)[O:8][CH2:7][CH2:6][CH:5]2[C:31]([O-:33])=[O:32].[Na+:36]. The catalyst class is: 7. (2) Reactant: [Si]([O:8][CH2:9][CH2:10][O:11][C:12]1[C:19]([CH3:20])=[CH:18][C:15]([CH:16]=O)=[CH:14][C:13]=1[CH3:21])(C(C)(C)C)(C)C.[NH2:22][C:23]1[CH:41]=[CH:40][CH:39]=[CH:38][C:24]=1[C:25]([NH:27][C:28]1[CH:37]=[CH:36][C:31]([C:32]([O:34][CH3:35])=[O:33])=[CH:30][CH:29]=1)=[O:26]. Product: [OH:8][CH2:9][CH2:10][O:11][C:12]1[C:13]([CH3:21])=[CH:14][C:15]([C:16]2[N:27]([C:28]3[CH:37]=[CH:36][C:31]([C:32]([O:34][CH3:35])=[O:33])=[CH:30][CH:29]=3)[C:25](=[O:26])[C:24]3[C:23](=[CH:41][CH:40]=[CH:39][CH:38]=3)[N:22]=2)=[CH:18][C:19]=1[CH3:20]. The catalyst class is: 14.